Task: Regression/Classification. Given a drug SMILES string, predict its absorption, distribution, metabolism, or excretion properties. Task type varies by dataset: regression for continuous measurements (e.g., permeability, clearance, half-life) or binary classification for categorical outcomes (e.g., BBB penetration, CYP inhibition). Dataset: cyp2c9_veith.. Dataset: CYP2C9 inhibition data for predicting drug metabolism from PubChem BioAssay (1) The drug is CC(C)(CNC(=O)c1ccc([N+](=O)[O-])c(Cl)c1)CNC(=O)c1ccc([N+](=O)[O-])c(Cl)c1. The result is 1 (inhibitor). (2) The drug is COc1ccc([C@@H](C)c2cc3c(cc2O)OCO3)cc1. The result is 1 (inhibitor). (3) The drug is CC(=O)N1CCC2(CC1)CN(c1cccc(-c3ccccc3)c1)C2. The result is 0 (non-inhibitor). (4) The molecule is O=C(O)c1ccc([Hg]Sc2ncnc3nc[nH]c23)cc1. The result is 1 (inhibitor). (5) The molecule is CC(C)C(CCNC(=O)CC(Cc1ccccc1)c1ccco1)c1ccco1. The result is 1 (inhibitor). (6) The drug is O=C(O)C(Cc1ccccc1-c1ccccc1)C(=O)O. The result is 0 (non-inhibitor). (7) The molecule is CSc1nc(Sc2cccc(Cl)c2)c2ccccc2n1. The result is 1 (inhibitor). (8) The drug is Cc1ccc(NC(=O)CSc2nc(O)cc(=O)n2C)cc1. The result is 1 (inhibitor). (9) The molecule is Brc1ccc(-c2nnc(-c3ccccc3)c(N3CCSCC3)n2)cc1. The result is 1 (inhibitor).